Dataset: Reaction yield outcomes from USPTO patents with 853,638 reactions. Task: Predict the reaction yield, written as a fraction of the theoretical maximum amount of product (1.0 means a 100% yield; for example, 0.34 means a 34% yield). (1) The reactants are [N:1]1[CH:6]=[CH:5][N:4]=[CH:3][C:2]=1C(O)=O.C1C=CC(P(N=[N+]=[N-])(C2C=CC=CC=2)=[O:17])=CC=1.C([N:29]([CH2:32]C)CC)C.[Cl:34][C:35]1[CH:36]=[CH:37][C:38]2[N:44]3[CH2:45][C@@H:41]([CH2:42][CH2:43]3)[NH:40][C:39]=2[N:46]=1. The catalyst is O1CCCC1.O. The product is [Cl:34][C:35]1[CH:36]=[CH:37][C:38]2[N:44]3[CH2:45][C@@H:41]([CH2:42][CH2:43]3)[N:40]([C:32]([NH:29][C:2]3[CH:3]=[N:4][CH:5]=[CH:6][N:1]=3)=[O:17])[C:39]=2[N:46]=1. The yield is 0.580. (2) The reactants are [NH2:1][C:2]1[CH:3]=[C:4]([N:8]2[CH:12]=[CH:11][N:10]=[CH:9]2)[CH:5]=[CH:6][CH:7]=1.[CH2:13]([O:15][C:16](=[O:25])[CH2:17][C:18](=O)[CH2:19][CH2:20][CH2:21][CH2:22]Cl)[CH3:14].II.[CH:28]1C=CC=CC=1. No catalyst specified. The product is [CH2:13]([O:15][C:16](=[O:25])[CH:17]=[CH:18][CH:19]1[CH2:20][CH2:21][CH2:22][CH2:28][N:1]1[C:2]1[CH:7]=[CH:6][CH:5]=[C:4]([N:8]2[CH:12]=[CH:11][N:10]=[CH:9]2)[CH:3]=1)[CH3:14]. The yield is 0.0800. (3) The reactants are Cl.[CH3:2][O:3][C:4]([CH:6]1[CH2:10][CH2:9][NH:8][CH2:7]1)=[O:5].[N:11]1([S:16]([C:19]2[CH:20]=[C:21]([CH:24]=[CH:25][CH:26]=2)[CH:22]=O)(=[O:18])=[O:17])[CH2:15][CH2:14][CH2:13][CH2:12]1.C(O[BH-](OC(=O)C)OC(=O)C)(=O)C.[Na+]. The catalyst is ClCCCl.C(OCC)(=O)C. The product is [CH3:2][O:3][C:4]([CH:6]1[CH2:10][CH2:9][N:8]([CH2:22][C:21]2[CH:24]=[CH:25][CH:26]=[C:19]([S:16]([N:11]3[CH2:15][CH2:14][CH2:13][CH2:12]3)(=[O:18])=[O:17])[CH:20]=2)[CH2:7]1)=[O:5]. The yield is 0.440. (4) The product is [F:1][C:2]1[C:7]([C:8]2[NH:12][CH:11]=[C:10]([CH:13]=[O:14])[C:9]=2[CH3:15])=[CH:6][CH:5]=[CH:4][N:3]=1. The catalyst is C(#N)C.[Ru]([O-])(=O)(=O)=O.C([N+](CCC)(CCC)CCC)CC. The yield is 0.310. The reactants are [F:1][C:2]1[C:7]([C:8]2[NH:12][CH:11]=[C:10]([CH2:13][OH:14])[C:9]=2[CH3:15])=[CH:6][CH:5]=[CH:4][N:3]=1.C[N+]1([O-])CCOCC1. (5) The reactants are C[O:2][C:3]([C:5]1[C:13]([NH:14][C:15]2[CH:20]=[CH:19][C:18]([Br:21])=[CH:17][C:16]=2[Cl:22])=[C:12]([F:23])[C:8]2[N:9]=[CH:10][NH:11][C:7]=2[CH:6]=1)=O.[H-].[Al+3].[Li+].[H-].[H-].[H-]. The catalyst is O1CCCC1. The product is [Br:21][C:18]1[CH:19]=[CH:20][C:15]([NH:14][C:13]2[C:5]([CH2:3][OH:2])=[CH:6][C:7]3[NH:11][CH:10]=[N:9][C:8]=3[C:12]=2[F:23])=[C:16]([Cl:22])[CH:17]=1. The yield is 1.00. (6) The yield is 0.530. The product is [Cl:1][C:2]1[CH:10]=[CH:9][C:8]2[NH:7][C:6]3[C:21]([C:29]([F:31])([F:30])[F:32])([OH:24])[CH2:22][CH2:23][C:5]=3[C:4]=2[C:3]=1[Cl:33]. The catalyst is C1COCC1.O. The reactants are [Cl:1][C:2]1[CH:10]=[CH:9][C:8]2[N:7](S(C3C=CC(C)=CC=3)(=O)=O)[C:6]3[C:21]([C:29]([F:32])([F:31])[F:30])([O:24][Si](C)(C)C)[CH2:22][CH2:23][C:5]=3[C:4]=2[C:3]=1[Cl:33].[OH-].[K+].